Dataset: Forward reaction prediction with 1.9M reactions from USPTO patents (1976-2016). Task: Predict the product of the given reaction. (1) The product is: [NH2:10][C@@H:5]1[CH2:4][O:3][C:2]([CH3:1])([CH3:19])[O:8][CH2:7][C@H:6]1[OH:9]. Given the reactants [CH3:1][C:2]1([CH3:19])[O:8][CH2:7][C@@H:6]([OH:9])[C@H:5]([NH:10][C@H](C2C=CC=CC=2)C)[CH2:4][O:3]1, predict the reaction product. (2) Given the reactants [CH2:1]1[C:9]2[C:4](=[CH:5][C:6]([C:10](=[O:36])[CH2:11][S:12][C@H:13]3[C:16](=[O:17])[N:15]([C:18]4[CH:23]=[CH:22][C:21]([F:24])=[CH:20][CH:19]=4)[C@@H:14]3[C:25]3[CH:35]=[CH:34][C:28]([O:29][CH2:30][C:31]([OH:33])=[O:32])=[CH:27][CH:26]=3)=[CH:7][CH:8]=2)[CH2:3][CH2:2]1.Br[CH2:38]C(C1C=CC2CCCCC=2C=1)=O, predict the reaction product. The product is: [F:24][C:21]1[CH:20]=[CH:19][C:18]([N:15]2[C:16](=[O:17])[C@H:13]([S:12][CH2:11][C:10](=[O:36])[C:6]3[CH:7]=[CH:8][C:9]4[CH2:38][CH2:1][CH2:2][CH2:3][C:4]=4[CH:5]=3)[C@H:14]2[C:25]2[CH:35]=[CH:34][C:28]([O:29][CH2:30][C:31]([OH:33])=[O:32])=[CH:27][CH:26]=2)=[CH:23][CH:22]=1. (3) Given the reactants [F:1][C:2]1[CH:10]=[CH:9][CH:8]=[C:7]2[C:3]=1[CH:4]=[CH:5][NH:6]2.[H-].[Na+].CN(C=O)C.[CH3:18][C:19]1[CH:24]=[CH:23][C:22]([S:25](Cl)(=[O:27])=[O:26])=[CH:21][CH:20]=1, predict the reaction product. The product is: [F:1][C:2]1[CH:10]=[CH:9][CH:8]=[C:7]2[C:3]=1[CH:4]=[CH:5][N:6]2[S:25]([C:22]1[CH:23]=[CH:24][C:19]([CH3:18])=[CH:20][CH:21]=1)(=[O:27])=[O:26]. (4) Given the reactants C(OC([N:8]1[CH2:12]/[C:11](=[CH:13]\[Cl:14])/[CH2:10][C@H:9]1[C:15]([OH:17])=O)=O)(C)(C)C.[CH2:18]([N:20]1[C:32]2[CH:31]=[CH:30][C:29]([NH2:33])=[CH:28][C:27]=2[C:26]2[C:21]1=[CH:22][CH:23]=[CH:24][CH:25]=2)[CH3:19], predict the reaction product. The product is: [Cl:14][CH:13]=[C:11]1[CH2:12][NH:8][C@H:9]([C:15]([NH:33][C:29]2[CH:30]=[CH:31][C:32]3[N:20]([CH2:18][CH3:19])[C:21]4[C:26]([C:27]=3[CH:28]=2)=[CH:25][CH:24]=[CH:23][CH:22]=4)=[O:17])[CH2:10]1. (5) Given the reactants NC1C(Cl)=CC(C(N[C@H]2CCNC[C@H]2OC)=[O:7])=C(OC)C=1.[OH:22][CH:23]([CH:27]([OH:31])[C:28]([OH:30])=[O:29])[C:24]([OH:26])=[O:25], predict the reaction product. The product is: [OH2:7].[OH:22][CH:23]([CH:27]([OH:31])[C:28]([OH:30])=[O:29])[C:24]([OH:26])=[O:25]. (6) Given the reactants [F:1][C:2]1[CH:7]=[C:6]([F:8])[CH:5]=[CH:4][C:3]=1[CH2:9][NH:10][C:11]([C:13]1[C:14](=[O:35])[C:15]([OH:34])=[C:16]2[C:31](=[O:32])[N:20]3[C@H:21]([CH3:30])[CH2:22][CH2:23][N:24]([CH2:25][CH2:26][CH:27]([CH3:29])[CH3:28])[C@H:19]3[CH2:18][N:17]2[CH:33]=1)=[O:12].N[C@H](C)CCN[CH2:41][CH2:42][CH:43]([CH3:45])[CH3:44].[C:47](O)(=O)[CH3:48].[Cl:51]CCl, predict the reaction product. The product is: [ClH:51].[ClH:51].[NH2:20][C@H:21]([CH3:30])[CH2:22][CH2:23][NH:24][CH2:25][CH2:26][CH:27]([CH3:29])[CH3:28].[F:1][C:2]1[CH:7]=[C:6]([F:8])[CH:5]=[CH:4][C:3]=1[CH2:9][NH:10][C:11]([C:13]1[C:14](=[O:35])[C:15]([OH:34])=[C:16]2[C:31](=[O:32])[N:20]3[C@H:21]([CH3:30])[CH2:22][CH2:23][N:24]([CH2:25][CH2:26][CH:27]([CH3:28])[CH3:29])[C@H:19]3[CH2:18][N:17]2[CH:33]=1)=[O:12].[F:1][C:2]1[CH:7]=[C:6]([F:8])[CH:5]=[CH:4][C:3]=1[CH2:9][NH:10][C:11]([C:13]1[C:14](=[O:35])[C:15]([O:34][CH2:45][C:43]2[CH:42]=[CH:41][CH:48]=[CH:47][CH:44]=2)=[C:16]2[C:31](=[O:32])[N:20]3[C@H:21]([CH3:30])[CH2:22][CH2:23][N:24]([CH2:25][CH2:26][CH:27]([CH3:28])[CH3:29])[C@H:19]3[CH2:18][N:17]2[CH:33]=1)=[O:12]. (7) Given the reactants [F:1][C:2]1[CH:7]=[C:6]([F:8])[CH:5]=[CH:4][C:3]=1[CH:9]([C:11]1[CH:16]=[CH:15][CH:14]=[CH:13][CH:12]=1)[OH:10].O.C1(C)C=CC(S(O)(=O)=O)=CC=1.O[CH:30]1[CH2:35][CH2:34][NH:33][CH2:32][CH2:31]1, predict the reaction product. The product is: [F:1][C:2]1[CH:7]=[C:6]([F:8])[CH:5]=[CH:4][C:3]=1[CH:9]([C:11]1[CH:12]=[CH:13][CH:14]=[CH:15][CH:16]=1)[O:10][CH:30]1[CH2:35][CH2:34][NH:33][CH2:32][CH2:31]1. (8) Given the reactants C(N)(C)C.C([Li])CCC.[Li+].CC([N-]C(C)C)C.[CH3:18][O:19][C:20]([CH:22]1[CH2:27][CH2:26][N:25]([C:28]([O:30][C:31]([CH3:34])([CH3:33])[CH3:32])=[O:29])[CH2:24][CH2:23]1)=[O:21].[CH2:35](Br)[C:36]1[CH:41]=[CH:40][CH:39]=[CH:38][CH:37]=1.[Cl-].[NH4+], predict the reaction product. The product is: [CH3:18][O:19][C:20]([C:22]1([CH2:35][C:36]2[CH:41]=[CH:40][CH:39]=[CH:38][CH:37]=2)[CH2:23][CH2:24][N:25]([C:28]([O:30][C:31]([CH3:34])([CH3:33])[CH3:32])=[O:29])[CH2:26][CH2:27]1)=[O:21]. (9) Given the reactants [F:1][C:2]1[CH:7]=[CH:6][CH:5]=[C:4]([NH2:8])[C:3]=1[NH2:9].C(O)C.[F:13][C:14]([F:23])([F:22])[C:15](=O)[C:16](OCC)=[O:17], predict the reaction product. The product is: [F:1][C:2]1[CH:7]=[CH:6][CH:5]=[C:4]2[C:3]=1[N:9]=[C:16]([OH:17])[C:15]([C:14]([F:23])([F:22])[F:13])=[N:8]2. (10) The product is: [Cl:3][C:4]1[CH:9]=[C:8]([C:10]([F:11])([F:12])[F:13])[CH:7]=[CH:6][C:5]=1[O:14][CH:15]1[CH2:16][CH2:17][N:18]([S:21]([CH2:24][CH:25]([NH:1][OH:2])[CH2:26][CH2:27][CH2:28][C:29]2[N:34]=[CH:33][CH:32]=[CH:31][N:30]=2)(=[O:22])=[O:23])[CH2:19][CH2:20]1. Given the reactants [NH2:1][OH:2].[Cl:3][C:4]1[CH:9]=[C:8]([C:10]([F:13])([F:12])[F:11])[CH:7]=[CH:6][C:5]=1[O:14][CH:15]1[CH2:20][CH2:19][N:18]([S:21](/[CH:24]=[CH:25]\[CH2:26][CH2:27][CH2:28][C:29]2[N:34]=[CH:33][CH:32]=[CH:31][N:30]=2)(=[O:23])=[O:22])[CH2:17][CH2:16]1, predict the reaction product.